From a dataset of TCR-epitope binding with 47,182 pairs between 192 epitopes and 23,139 TCRs. Binary Classification. Given a T-cell receptor sequence (or CDR3 region) and an epitope sequence, predict whether binding occurs between them. (1) The epitope is RAKFKQLL. The TCR CDR3 sequence is CASSFGGAISYNEQFF. Result: 1 (the TCR binds to the epitope). (2) The epitope is YVLDHLIVV. The TCR CDR3 sequence is CAFGVNWDLPHSGNTIYF. Result: 0 (the TCR does not bind to the epitope). (3) The epitope is TLDSKTQSL. The TCR CDR3 sequence is CASSQPDNEQYF. Result: 0 (the TCR does not bind to the epitope). (4) The epitope is RLRPGGKKK. The TCR CDR3 sequence is CAISTGDSNQPQHF. Result: 0 (the TCR does not bind to the epitope). (5) The epitope is SGPLKAEIAQRLED. The TCR CDR3 sequence is CASSQDLRGARGYTF. Result: 0 (the TCR does not bind to the epitope).